This data is from Catalyst prediction with 721,799 reactions and 888 catalyst types from USPTO. The task is: Predict which catalyst facilitates the given reaction. (1) Reactant: Cl.[CH3:2][N:3]1[C:7]([C:8]2[CH:9]=[C:10]([NH:14][C:15]([NH:17][CH2:18][CH:19]3[CH2:24][CH2:23][CH2:22][NH:21][CH2:20]3)=[O:16])[CH:11]=[CH:12][CH:13]=2)=[N:6][N:5]=[N:4]1.[F:25][C:26]1[CH:31]=[CH:30][C:29]([CH2:32][C:33]([CH3:38])([CH3:37])[C:34](O)=[O:35])=[CH:28][CH:27]=1.C(N(CC)CC)C.F[P-](F)(F)(F)(F)F.N1(O[P+](N2CCCC2)(N2CCCC2)N2CCCC2)C2C=CC=CC=2N=N1. Product: [F:25][C:26]1[CH:27]=[CH:28][C:29]([CH2:32][C:33]([CH3:38])([CH3:37])[C:34]([N:21]2[CH2:22][CH2:23][CH2:24][CH:19]([CH2:18][NH:17][C:15]([NH:14][C:10]3[CH:11]=[CH:12][CH:13]=[C:8]([C:7]4[N:3]([CH3:2])[N:4]=[N:5][N:6]=4)[CH:9]=3)=[O:16])[CH2:20]2)=[O:35])=[CH:30][CH:31]=1. The catalyst class is: 4. (2) Reactant: [S:1]1[CH2:6][CH2:5][CH:4]([C:7]2[C:12]([F:13])=[CH:11][C:10]([N:14]3[CH2:18][C@H:17]([CH2:19][N:20]4[N:24]=[N:23][C:22]([CH3:25])=[N:21]4)[O:16][C:15]3=[O:26])=[CH:9][C:8]=2[F:27])[CH2:3][CH2:2]1.I([O-])(=O)(=O)=[O:29].[Na+].CO. Product: [O:29]=[S:1]1[CH2:6][CH2:5][CH:4]([C:7]2[C:8]([F:27])=[CH:9][C:10]([N:14]3[CH2:18][C@H:17]([CH2:19][N:20]4[N:24]=[N:23][C:22]([CH3:25])=[N:21]4)[O:16][C:15]3=[O:26])=[CH:11][C:12]=2[F:13])[CH2:3][CH2:2]1. The catalyst class is: 4. (3) The catalyst class is: 1. Product: [CH2:1]([O:8][C:9](=[O:16])[CH2:10][O:11][P:22]([O:21][C:17]([CH3:20])([CH3:19])[CH3:18])([O:24][C:25]([CH3:26])([CH3:27])[CH3:28])=[O:23])[C:2]1[CH:7]=[CH:6][CH:5]=[CH:4][CH:3]=1. Reactant: [CH2:1]([O:8][C:9](=[O:16])[CH2:10][O:11]S(C)(=O)=O)[C:2]1[CH:7]=[CH:6][CH:5]=[CH:4][CH:3]=1.[C:17]([O:21][P:22]([O-])([O:24][C:25]([CH3:28])([CH3:27])[CH3:26])=[O:23])([CH3:20])([CH3:19])[CH3:18].